Dataset: Reaction yield outcomes from USPTO patents with 853,638 reactions. Task: Predict the reaction yield, written as a fraction of the theoretical maximum amount of product (1.0 means a 100% yield; for example, 0.34 means a 34% yield). (1) The reactants are [CH3:1][C:2]([OH:6])([C:4]#[CH:5])[CH3:3].[Li]CCCC.[Cl:12][C:13]1[CH:14]=[C:15]([CH:18]=[CH:19][C:20]=1[O:21][CH3:22])[CH:16]=[O:17]. The catalyst is C1COCC1. The product is [Cl:12][C:13]1[CH:14]=[C:15]([CH:16]([OH:17])[C:5]#[C:4][C:2]([CH3:3])([OH:6])[CH3:1])[CH:18]=[CH:19][C:20]=1[O:21][CH3:22]. The yield is 0.260. (2) The reactants are [CH3:1][C:2]1[CH:3]=[C:4]([CH:9]=[C:10]([CH3:15])[C:11]=1[N+:12]([O-])=O)[C:5]([O:7][CH3:8])=[O:6].Cl. The catalyst is CO.[Fe]. The product is [NH2:12][C:11]1[C:2]([CH3:1])=[CH:3][C:4]([C:5]([O:7][CH3:8])=[O:6])=[CH:9][C:10]=1[CH3:15]. The yield is 0.990. (3) The reactants are [C:1]([O:5][C:6]([N:8]1[CH2:13][CH2:12][N:11]([CH2:14][CH:15]2[CH2:19][CH2:18][N:17](CC3C=CC=CC=3)[CH2:16]2)[CH2:10][CH2:9]1)=[O:7])([CH3:4])([CH3:3])[CH3:2].[H][H]. The catalyst is C(O)(=O)C.[OH-].[OH-].[Pd+2]. The product is [C:1]([O:5][C:6]([N:8]1[CH2:9][CH2:10][N:11]([CH2:14][CH:15]2[CH2:19][CH2:18][NH:17][CH2:16]2)[CH2:12][CH2:13]1)=[O:7])([CH3:4])([CH3:2])[CH3:3]. The yield is 0.650. (4) The reactants are CS(C)=O.C(Cl)(=O)C(Cl)=O.[CH3:11][C:12]1([CH3:22])[CH2:17][O:16][CH:15]([CH2:18][CH2:19][CH2:20][OH:21])[O:14][CH2:13]1.C(N(CC)CC)C. The catalyst is C(Cl)Cl. The product is [CH3:11][C:12]1([CH3:22])[CH2:13][O:14][CH:15]([CH2:18][CH2:19][CH:20]=[O:21])[O:16][CH2:17]1. The yield is 0.610. (5) The reactants are [F:1][C:2]1[CH:3]=[C:4]2[C:9](=[CH:10][CH:11]=1)[N:8]=[C:7]([O:12][CH3:13])[C:6]([NH:14][C:15](=[O:19])OCC)=[N:5]2.[CH3:20][C:21]1[CH:22]=[C:23]([N:28]2[CH2:33][CH2:32][NH:31][CH2:30][CH2:29]2)[CH:24]=[C:25]([CH3:27])[CH:26]=1. No catalyst specified. The product is [F:1][C:2]1[CH:3]=[C:4]2[C:9](=[CH:10][CH:11]=1)[N:8]=[C:7]([O:12][CH3:13])[C:6]([NH:14][C:15]([N:31]1[CH2:32][CH2:33][N:28]([C:23]3[CH:24]=[C:25]([CH3:27])[CH:26]=[C:21]([CH3:20])[CH:22]=3)[CH2:29][CH2:30]1)=[O:19])=[N:5]2. The yield is 0.790. (6) The yield is 0.660. The product is [Br:1][C:2]1[CH:7]=[CH:6][C:5]2[C:8]([C:9]([F:12])([F:11])[F:10])=[N:13][O:14][C:4]=2[CH:3]=1. The reactants are [Br:1][C:2]1[CH:7]=[CH:6][C:5]([C:8](=[N:13][OH:14])[C:9]([F:12])([F:11])[F:10])=[C:4](F)[CH:3]=1.N12CCCN=C1CCCCC2.C1COCC1. The catalyst is C(Cl)Cl. (7) The reactants are [CH:1]([N:14]1[C:22]2[C:17](=[CH:18][C:19]([Cl:23])=[CH:20][CH:21]=2)[C:16]([CH2:24][CH2:25][S:26]([C:29]2[CH:34]=[CH:33][C:32]([CH2:35][CH2:36][C:37]([O:39][CH2:40][CH3:41])=[O:38])=[CH:31][CH:30]=2)(=[O:28])=[O:27])=[C:15]1[CH2:42][CH2:43]OS(C)(=O)=O)([C:8]1[CH:13]=[CH:12][CH:11]=[CH:10][CH:9]=1)[C:2]1[CH:7]=[CH:6][CH:5]=[CH:4][CH:3]=1.[N-:49]=[N+:50]=[N-:51].[Na+].CN(C=O)C. The catalyst is O. The product is [N:49]([CH2:43][CH2:42][C:15]1[N:14]([CH:1]([C:2]2[CH:3]=[CH:4][CH:5]=[CH:6][CH:7]=2)[C:8]2[CH:9]=[CH:10][CH:11]=[CH:12][CH:13]=2)[C:22]2[C:17]([C:16]=1[CH2:24][CH2:25][S:26]([C:29]1[CH:34]=[CH:33][C:32]([CH2:35][CH2:36][C:37]([O:39][CH2:40][CH3:41])=[O:38])=[CH:31][CH:30]=1)(=[O:28])=[O:27])=[CH:18][C:19]([Cl:23])=[CH:20][CH:21]=2)=[N+:50]=[N-:51]. The yield is 0.960. (8) The reactants are [Br:1][C:2]1[CH:3]=[C:4]([NH2:10])[C:5]([O:8][CH3:9])=[N:6][CH:7]=1.[F:11][C:12]1[CH:17]=[C:16]([F:18])[CH:15]=[CH:14][C:13]=1[S:19](Cl)(=[O:21])=[O:20]. The catalyst is N1C=CC=CC=1. The product is [Br:1][C:2]1[CH:3]=[C:4]([NH:10][S:19]([C:13]2[CH:14]=[CH:15][C:16]([F:18])=[CH:17][C:12]=2[F:11])(=[O:21])=[O:20])[C:5]([O:8][CH3:9])=[N:6][CH:7]=1. The yield is 0.317. (9) The product is [Cl:30][C:25]1[CH:26]=[C:27]([O:21][CH:16]([C:11]2[CH:12]=[CH:13][CH:14]=[CH:15][C:10]=2[C:8]2[O:9][C:5]([CH2:4][N:2]([CH3:1])[CH3:3])=[CH:6][CH:7]=2)[C:17]([F:18])([F:20])[F:19])[N:28]=[C:23]([NH2:22])[N:24]=1. The reactants are [CH3:1][N:2]([CH2:4][C:5]1[O:9][C:8]([C:10]2[CH:15]=[CH:14][CH:13]=[CH:12][C:11]=2[CH:16]([OH:21])[C:17]([F:20])([F:19])[F:18])=[CH:7][CH:6]=1)[CH3:3].[NH2:22][C:23]1[N:28]=[C:27](Cl)[CH:26]=[C:25]([Cl:30])[N:24]=1.C(=O)([O-])[O-].[Cs+].[Cs+].O1CCOCC1. The catalyst is C(OCC)(=O)C. The yield is 0.870. (10) The reactants are [C:1]([O:5][C:6]([N:8]1[CH2:12][CH:11]=[C:10](OS(C(F)(F)F)(=O)=O)[CH2:9]1)=[O:7])([CH3:4])([CH3:3])[CH3:2].[Br-].[S:22]1[CH:26]=[CH:25][CH:24]=[C:23]1[Zn+]. The catalyst is C1COCC1.C1C=CC([P]([Pd]([P](C2C=CC=CC=2)(C2C=CC=CC=2)C2C=CC=CC=2)([P](C2C=CC=CC=2)(C2C=CC=CC=2)C2C=CC=CC=2)[P](C2C=CC=CC=2)(C2C=CC=CC=2)C2C=CC=CC=2)(C2C=CC=CC=2)C2C=CC=CC=2)=CC=1. The product is [C:1]([O:5][C:6]([N:8]1[CH2:12][CH:11]=[C:10]([C:23]2[S:22][CH:26]=[CH:25][CH:24]=2)[CH2:9]1)=[O:7])([CH3:2])([CH3:3])[CH3:4]. The yield is 0.330.